Dataset: Reaction yield outcomes from USPTO patents with 853,638 reactions. Task: Predict the reaction yield, written as a fraction of the theoretical maximum amount of product (1.0 means a 100% yield; for example, 0.34 means a 34% yield). The reactants are Br[C:2]1[CH:9]=[CH:8][C:5]([CH:6]=[O:7])=[CH:4][CH:3]=1.[CH:10]1(B(O)O)[CH2:12][CH2:11]1.C1(P(C2CCCCC2)C2CCCCC2)CCCCC1. The catalyst is C1(C)C=CC=CC=1.O.CC([O-])=O.CC([O-])=O.[Pd+2]. The product is [CH:10]1([C:2]2[CH:9]=[CH:8][C:5]([CH:6]=[O:7])=[CH:4][CH:3]=2)[CH2:12][CH2:11]1. The yield is 0.932.